From a dataset of Forward reaction prediction with 1.9M reactions from USPTO patents (1976-2016). Predict the product of the given reaction. (1) Given the reactants [OH:1][N:2]1[C:7]([CH3:9])([CH3:8])[CH2:6][CH:5]([OH:10])[CH2:4][C:3]1([CH3:12])[CH3:11].[C:13](#N)[CH3:14].Cl.OO, predict the reaction product. The product is: [CH:14]1([O:1][N:2]2[C:7]([CH3:8])([CH3:9])[CH2:6][CH:5]([OH:10])[CH2:4][C:3]2([CH3:12])[CH3:11])[CH2:13][CH2:5][CH2:4][CH2:3][CH2:11]1. (2) The product is: [CH3:32][O:31][C:24]1[N:23]=[C:22]([NH:1][C:2]2[S:3][C:4]3[CH2:10][CH:9]([NH:11][C:12](=[O:18])[O:13][C:14]([CH3:15])([CH3:17])[CH3:16])[CH2:8][CH2:7][C:5]=3[N:6]=2)[C:27]([N+:28]([O-:30])=[O:29])=[CH:26][CH:25]=1. Given the reactants [NH2:1][C:2]1[S:3][C:4]2[CH2:10][CH:9]([NH:11][C:12](=[O:18])[O:13][C:14]([CH3:17])([CH3:16])[CH3:15])[CH2:8][CH2:7][C:5]=2[N:6]=1.[H-].[Na+].Cl[C:22]1[C:27]([N+:28]([O-:30])=[O:29])=[CH:26][CH:25]=[C:24]([O:31][CH3:32])[N:23]=1.[Cl-].[NH4+], predict the reaction product. (3) Given the reactants [Br-].[Br-].[Br-].B.C[O:6][C:7]1[CH:8]=[C:9]2[C:14](=[CH:15][CH:16]=1)[C:13](=[O:17])[N:12]([C:18]1[CH:19]=[N:20][CH:21]=[CH:22][C:23]=1[CH3:24])[CH2:11][CH2:10]2.C(OC(=O)C)C.C([O-])(O)=O.[Na+], predict the reaction product. The product is: [OH:6][C:7]1[CH:8]=[C:9]2[C:14](=[CH:15][CH:16]=1)[C:13](=[O:17])[N:12]([C:18]1[CH:19]=[N:20][CH:21]=[CH:22][C:23]=1[CH3:24])[CH2:11][CH2:10]2. (4) Given the reactants [CH3:1][C:2]1[N:6]([CH2:7][CH:8]2[C:21](=[O:22])[C:12]3[C:13]4[CH:14]=[CH:15][CH:16]=[CH:17][C:18]=4[N:19]([CH3:20])[C:11]=3[CH2:10][CH2:9]2)[CH:5]=[CH:4][N:3]=1.[ClH:23], predict the reaction product. The product is: [CH3:1][C:2]1[N:6]([CH2:7][CH:8]2[C:21](=[O:22])[C:12]3[C:13]4[CH:14]=[CH:15][CH:16]=[CH:17][C:18]=4[N:19]([CH3:20])[C:11]=3[CH2:10][CH2:9]2)[CH:5]=[CH:4][N:3]=1.[ClH:23]. (5) Given the reactants Cl[C:2]1[CH:3]=[C:4]([C:15]([NH:17][CH2:18][C:19]2[C:20](=[O:27])[NH:21][C:22]([CH3:26])=[CH:23][C:24]=2[CH3:25])=[O:16])[C:5]2[C:10]([CH3:11])=[N:9][N:8]([CH:12]([CH3:14])[CH3:13])[C:6]=2[N:7]=1.[CH3:28][N:29]1[CH2:34][CH2:33][N:32]([C:35]2[CH:40]=[CH:39][C:38](B3OC(C)(C)C(C)(C)O3)=[CH:37][N:36]=2)[CH2:31][CH2:30]1.C(=O)([O-])[O-].[Na+].[Na+], predict the reaction product. The product is: [CH3:25][C:24]1[CH:23]=[C:22]([CH3:26])[NH:21][C:20](=[O:27])[C:19]=1[CH2:18][NH:17][C:15]([C:4]1[C:5]2[C:10]([CH3:11])=[N:9][N:8]([CH:12]([CH3:14])[CH3:13])[C:6]=2[N:7]=[C:2]([C:38]2[CH:37]=[N:36][C:35]([N:32]3[CH2:31][CH2:30][N:29]([CH3:28])[CH2:34][CH2:33]3)=[CH:40][CH:39]=2)[CH:3]=1)=[O:16]. (6) Given the reactants C([O:5][C:6](=[O:23])[CH2:7][CH2:8][CH:9]([NH:12][C:13]([O:15][CH2:16][C:17]1[CH:22]=[CH:21][CH:20]=[CH:19][CH:18]=1)=[O:14])[CH2:10]O)(C)(C)C.O, predict the reaction product. The product is: [O:23]=[C:6]1[O:5][CH2:10][CH:9]([NH:12][C:13](=[O:14])[O:15][CH2:16][C:17]2[CH:18]=[CH:19][CH:20]=[CH:21][CH:22]=2)[CH2:8][CH2:7]1. (7) Given the reactants Cl[C:2]1[N:7]=[C:6]([C:8]2[S:12][C:11]([N:13]3[CH2:18][CH2:17][O:16][CH2:15][CH2:14]3)=[N:10][C:9]=2[C:19]2[C:20]([F:37])=[C:21]([NH:25][S:26]([C:29]3[CH:34]=[C:33]([F:35])[CH:32]=[CH:31][C:30]=3[F:36])(=[O:28])=[O:27])[CH:22]=[CH:23][CH:24]=2)[CH:5]=[CH:4][N:3]=1.O.[CH3:39][N:40](C)C=O, predict the reaction product. The product is: [C:39]([C:2]1[N:7]=[C:6]([C:8]2[S:12][C:11]([N:13]3[CH2:18][CH2:17][O:16][CH2:15][CH2:14]3)=[N:10][C:9]=2[C:19]2[C:20]([F:37])=[C:21]([NH:25][S:26]([C:29]3[CH:34]=[C:33]([F:35])[CH:32]=[CH:31][C:30]=3[F:36])(=[O:28])=[O:27])[CH:22]=[CH:23][CH:24]=2)[CH:5]=[CH:4][N:3]=1)#[N:40].